Dataset: Full USPTO retrosynthesis dataset with 1.9M reactions from patents (1976-2016). Task: Predict the reactants needed to synthesize the given product. (1) Given the product [Cl:1][C@H:2]1[C@H:6]([CH2:7]/[CH:8]=[CH:9]\[CH2:10][CH2:11][CH2:12][C:13]([O:15][CH2:16][CH:17]=[CH2:18])=[O:14])[C@@H:5]([CH:19]=[O:20])[C@H:4]([O:21][CH:22]2[CH2:27][CH2:26][CH2:25][CH2:24][O:23]2)[CH2:3]1, predict the reactants needed to synthesize it. The reactants are: [Cl:1][C@H:2]1[C@H:6]([CH2:7]/[CH:8]=[CH:9]\[CH2:10][CH2:11][CH2:12][C:13]([O:15][CH2:16][CH:17]=[CH2:18])=[O:14])[C@@H:5]([CH2:19][OH:20])[C@H:4]([O:21][CH:22]2[CH2:27][CH2:26][CH2:25][CH2:24][O:23]2)[CH2:3]1.C1C=C[NH+]=CC=1.[O-][Cr](Cl)(=O)=O.C([O-])(=O)C.[Na+]. (2) Given the product [O:2]=[S:1]1[O:14][C@H:13]2[CH2:12][S:11][C@@H:10]([CH2:15][CH2:16][CH2:17][CH2:18][C:19]([OH:21])=[O:20])[C@H:9]2[O:8]1, predict the reactants needed to synthesize it. The reactants are: [S:1](Cl)(Cl)=[O:2].CC#N.[OH:8][C@H:9]1[C@@H:13]([OH:14])[CH2:12][S:11][C@H:10]1[CH2:15][CH2:16][CH2:17][CH2:18][C:19]([OH:21])=[O:20].